Dataset: Forward reaction prediction with 1.9M reactions from USPTO patents (1976-2016). Task: Predict the product of the given reaction. (1) Given the reactants [CH3:1][N:2]([C:9]1[CH:14]=[CH:13][CH:12]=[CH:11][CH:10]=1)[N:3]1[CH2:7][CH2:6][CH2:5][C:4]1=[O:8].Br[CH2:16][C:17]1[C:18]([CH3:23])=[CH:19][CH:20]=[CH:21][CH:22]=1, predict the reaction product. The product is: [CH3:16][C:17]1[CH:22]=[CH:21][CH:20]=[CH:19][C:18]=1[CH2:23][CH:5]1[CH2:6][CH2:7][N:3]([N:2]([CH3:1])[C:9]2[CH:14]=[CH:13][CH:12]=[CH:11][CH:10]=2)[C:4]1=[O:8]. (2) Given the reactants [Si]([O:8][C:9]1[C:10]([F:57])=[C:11]([N:17]([CH2:26][C:27]2[N:28]([C:38]([C:51]3[CH:56]=[CH:55][CH:54]=[CH:53][CH:52]=3)([C:45]3[CH:50]=[CH:49][CH:48]=[CH:47][CH:46]=3)[C:39]3[CH:44]=[CH:43][CH:42]=[CH:41][CH:40]=3)[CH:29]=[C:30]([C:32]3[CH:37]=[CH:36][CH:35]=[CH:34][CH:33]=3)[N:31]=2)[C:18]2[CH:25]=[CH:24][C:21]([C:22]#[N:23])=[CH:20][CH:19]=2)[CH:12]=[C:13]([CH2:15][CH3:16])[CH:14]=1)(C(C)(C)C)(C)C.CCCC[N+](CCCC)(CCCC)CCCC.[F-], predict the reaction product. The product is: [CH2:15]([C:13]1[CH:14]=[C:9]([OH:8])[C:10]([F:57])=[C:11]([N:17]([CH2:26][C:27]2[N:28]([C:38]([C:51]3[CH:52]=[CH:53][CH:54]=[CH:55][CH:56]=3)([C:45]3[CH:46]=[CH:47][CH:48]=[CH:49][CH:50]=3)[C:39]3[CH:44]=[CH:43][CH:42]=[CH:41][CH:40]=3)[CH:29]=[C:30]([C:32]3[CH:37]=[CH:36][CH:35]=[CH:34][CH:33]=3)[N:31]=2)[C:18]2[CH:19]=[CH:20][C:21]([C:22]#[N:23])=[CH:24][CH:25]=2)[CH:12]=1)[CH3:16].